Dataset: Reaction yield outcomes from USPTO patents with 853,638 reactions. Task: Predict the reaction yield, written as a fraction of the theoretical maximum amount of product (1.0 means a 100% yield; for example, 0.34 means a 34% yield). (1) The reactants are [CH2:1]([CH:3]1[NH:8][C:7]2[CH:9]=[CH:10][C:11]([N+:13]([O-:15])=[O:14])=[CH:12][C:6]=2[O:5][CH2:4]1)[CH3:2].O.[F:17][C:18]([F:22])([F:21])[CH:19]=O.[BH3-]C#N.[Na+]. No catalyst specified. The product is [CH2:1]([CH:3]1[N:8]([CH2:19][C:18]([F:22])([F:21])[F:17])[C:7]2[CH:9]=[CH:10][C:11]([N+:13]([O-:15])=[O:14])=[CH:12][C:6]=2[O:5][CH2:4]1)[CH3:2]. The yield is 0.360. (2) The reactants are [F-].C([N+](CCCC)(CCCC)CCCC)CCC.[F:19][C:20]1[CH:25]=[CH:24][C:23]([C:26]2[N:30]([Si](C(C)C)(C(C)C)C(C)C)[CH:29]=[C:28]([CH:41]([C:43]3[CH:48]=[CH:47][N:46]=[CH:45][CH:44]=3)[OH:42])[C:27]=2[C:49]2[CH:54]=[CH:53][N:52]=[CH:51][CH:50]=2)=[CH:22][CH:21]=1.O.Cl. The catalyst is O1CCCC1.C(O)(C)C. The product is [F:19][C:20]1[CH:21]=[CH:22][C:23]([C:26]2[NH:30][CH:29]=[C:28]([CH:41]([C:43]3[CH:48]=[CH:47][N:46]=[CH:45][CH:44]=3)[OH:42])[C:27]=2[C:49]2[CH:50]=[CH:51][N:52]=[CH:53][CH:54]=2)=[CH:24][CH:25]=1. The yield is 0.820. (3) The reactants are [NH:1]([C:8]([NH:21][C:22]1[CH:27]=[CH:26][CH:25]=[CH:24][CH:23]=1)=[CH:9][C:10]([C:12]1[C:13](Cl)=[N:14][C:15]([Cl:19])=[C:16]([F:18])[CH:17]=1)=[O:11])[C:2]1[CH:7]=[CH:6][CH:5]=[CH:4][CH:3]=1.CC([O-])(C)C.[K+]. The catalyst is O1CCOCC1. The product is [NH:1]([C:8]1[N:21]([C:22]2[CH:27]=[CH:26][CH:25]=[CH:24][CH:23]=2)[C:13]2[C:12]([C:10](=[O:11])[CH:9]=1)=[CH:17][C:16]([F:18])=[C:15]([Cl:19])[N:14]=2)[C:2]1[CH:7]=[CH:6][CH:5]=[CH:4][CH:3]=1. The yield is 0.500. (4) The reactants are Cl[C:2]1[C:11]2[C:6](=[CH:7][CH:8]=[C:9]([CH3:12])[CH:10]=2)[N:5]=[C:4]([N:13]2[CH2:19][C:18]3[CH:20]=[CH:21][CH:22]=[CH:23][C:17]=3[S:16](=[O:25])(=[O:24])[CH2:15][CH2:14]2)[CH:3]=1.[C:26]([CH:29]1[CH2:33][CH2:32][CH2:31][N:30]1[C:34]([O:36][C:37]([CH3:40])([CH3:39])[CH3:38])=[O:35])(=[O:28])[NH2:27].CC(C)([O-])C.[Na+]. The catalyst is O1CCOCC1.[Pd](Cl)Cl.C1(P(C2C=CC=CC=2)[C-]2C=CC=C2)C=CC=CC=1.[C-]1(P(C2C=CC=CC=2)C2C=CC=CC=2)C=CC=C1.[Fe+2].C1(P(C2C=CC=CC=2)[C-]2C=CC=C2)C=CC=CC=1.[C-]1(P(C2C=CC=CC=2)C2C=CC=CC=2)C=CC=C1.[Fe+2]. The product is [O:24]=[S:16]1(=[O:25])[C:17]2[CH:23]=[CH:22][CH:21]=[CH:20][C:18]=2[CH2:19][N:13]([C:4]2[CH:3]=[C:2]([NH:27][C:26]([CH:29]3[CH2:33][CH2:32][CH2:31][N:30]3[C:34]([O:36][C:37]([CH3:40])([CH3:39])[CH3:38])=[O:35])=[O:28])[C:11]3[C:6](=[CH:7][CH:8]=[C:9]([CH3:12])[CH:10]=3)[N:5]=2)[CH2:14][CH2:15]1. The yield is 0.290. (5) The reactants are [CH2:1]([N:7]1[CH2:12][CH:11]2[CH:9]([C:10]2([C:14]2[CH:15]=[CH:16][C:17]([N+:21]([O-])=O)=[C:18]([NH2:20])[CH:19]=2)[CH3:13])[CH2:8]1)[CH2:2][CH2:3][CH2:4][CH2:5][CH3:6]. The catalyst is C(O)C.[Pd]. The product is [NH2:20][C:18]1[CH:19]=[C:14]([C:10]2([CH3:13])[CH:9]3[CH:11]2[CH2:12][N:7]([CH2:1][CH2:2][CH2:3][CH2:4][CH2:5][CH3:6])[CH2:8]3)[CH:15]=[CH:16][C:17]=1[NH2:21]. The yield is 1.00. (6) The reactants are F[C:2]1[CH:9]=[CH:8][C:5]([C:6]#[N:7])=[CH:4][C:3]=1[N+:10]([O-:12])=[O:11].[CH3:13][NH2:14]. The catalyst is C1COCC1. The product is [CH3:13][NH:14][C:2]1[CH:9]=[CH:8][C:5]([C:6]#[N:7])=[CH:4][C:3]=1[N+:10]([O-:12])=[O:11]. The yield is 0.680.